Dataset: Forward reaction prediction with 1.9M reactions from USPTO patents (1976-2016). Task: Predict the product of the given reaction. (1) Given the reactants Br[C:2]1[CH:10]=[CH:9][C:8]([O:11][CH3:12])=[CH:7][C:3]=1[C:4]([OH:6])=[O:5].C([Li])CCC.[CH3:18][O:19][C:20]1[CH:31]=[C:30]([O:32][CH3:33])[CH:29]=[CH:28][C:21]=1[C:22](N(OC)C)=[O:23], predict the reaction product. The product is: [CH3:18][O:19][C:20]1[CH:31]=[C:30]([O:32][CH3:33])[CH:29]=[CH:28][C:21]=1[C:22]([C:2]1[CH:10]=[CH:9][C:8]([O:11][CH3:12])=[CH:7][C:3]=1[C:4]([OH:6])=[O:5])=[O:23]. (2) Given the reactants [F:8][C:7]([F:10])([F:9])[C:6](O[C:6](=[O:11])[C:7]([F:10])([F:9])[F:8])=[O:11].[CH2:14]1[C:23]2[C:18](=[CH:19][CH:20]=[CH:21][CH:22]=2)[CH2:17][CH2:16][NH:15]1, predict the reaction product. The product is: [F:10][C:7]([F:8])([F:9])[C:6]([N:15]1[CH2:16][CH2:17][C:18]2[C:23](=[CH:22][CH:21]=[CH:20][CH:19]=2)[CH2:14]1)=[O:11].